From a dataset of Catalyst prediction with 721,799 reactions and 888 catalyst types from USPTO. Predict which catalyst facilitates the given reaction. Reactant: [CH2:1]([N:6]1[C:10](=[O:11])[N:9]([C:12]2[CH:17]=[CH:16][C:15]([N:18]3[CH2:23][CH2:22][N:21]([C:24]4[CH:29]=[CH:28][C:27]([O:30]C)=[CH:26][CH:25]=4)[CH2:20][CH2:19]3)=[CH:14][CH:13]=2)[CH:8]=[N:7]1)[CH2:2][CH:3]([CH3:5])[CH3:4]. Product: [OH:30][C:27]1[CH:28]=[CH:29][C:24]([N:21]2[CH2:20][CH2:19][N:18]([C:15]3[CH:14]=[CH:13][C:12]([N:9]4[C:10](=[O:11])[N:6]([CH2:1][CH2:2][CH:3]([CH3:5])[CH3:4])[N:7]=[CH:8]4)=[CH:17][CH:16]=3)[CH2:23][CH2:22]2)=[CH:25][CH:26]=1. The catalyst class is: 201.